Task: Predict the reactants needed to synthesize the given product.. Dataset: Full USPTO retrosynthesis dataset with 1.9M reactions from patents (1976-2016) (1) Given the product [CH3:35][O:34][C:32]1[CH:33]=[C:28]([NH:27][CH:20]([C:21]2[CH:26]=[CH:25][CH:24]=[CH:23][CH:22]=2)[C:18]([C:11]2[C:12]3[C:17](=[CH:16][CH:15]=[CH:14][CH:13]=3)[N:9]([CH3:8])[N:10]=2)=[O:19])[CH:29]=[N:30][CH:31]=1, predict the reactants needed to synthesize it. The reactants are: C(N(CC)CC)C.[CH3:8][N:9]1[C:17]2[C:12](=[CH:13][CH:14]=[CH:15][CH:16]=2)[C:11]([CH:18]=[O:19])=[N:10]1.[CH:20](=[N:27][C:28]1[CH:29]=[N:30][CH:31]=[C:32]([O:34][CH3:35])[CH:33]=1)[C:21]1[CH:26]=[CH:25][CH:24]=[CH:23][CH:22]=1. (2) The reactants are: [CH3:1][OH:2].[H-].[Na+].[Br:5][C:6]1[CH:7]=[C:8]([CH:11]=[C:12]([CH2:14]Br)[CH:13]=1)[C:9]#[N:10]. Given the product [Br:5][C:6]1[CH:7]=[C:8]([CH:11]=[C:12]([CH2:14][O:2][CH3:1])[CH:13]=1)[C:9]#[N:10], predict the reactants needed to synthesize it. (3) The reactants are: [Cl:1][C:2]1[CH:3]=[C:4]([N:9]2[C:13]([C:14]3[CH:15]=[CH:16][C:17]4[N:18]([N:20]=[CH:21][N:22]=4)[CH:19]=3)=[C:12]([CH3:23])[NH:11][C:10]2=[O:24])[CH:5]=[CH:6][C:7]=1[F:8].CN(C)C=O.CC(C)([O-])C.[K+].Br[CH2:37][C:38]1[CH:43]=[CH:42][CH:41]=[C:40]([CH3:44])[CH:39]=1. Given the product [N:22]1[CH:21]=[N:20][N:18]2[CH:19]=[C:14]([C:13]3[N:9]([C:4]4[CH:5]=[CH:6][C:7]([F:8])=[C:2]([Cl:1])[CH:3]=4)[C:10](=[O:24])[N:11]([CH2:37][C:38]4[CH:43]=[CH:42][CH:41]=[C:40]([CH3:44])[CH:39]=4)[C:12]=3[CH3:23])[CH:15]=[CH:16][C:17]=12, predict the reactants needed to synthesize it. (4) Given the product [CH3:32][S:29]([C:22]1[C:23]([CH2:24][CH2:25][C:26]([OH:28])=[O:27])=[C:19](/[CH:17]=[C:10]2\[C:11](=[O:16])[NH:12][C:13]3[C:9]\2=[CH:8][C:7]([C:1]2[CH:2]=[CH:3][CH:4]=[CH:5][CH:6]=2)=[CH:15][CH:14]=3)[NH:20][C:21]=1[CH3:33])(=[O:31])=[O:30], predict the reactants needed to synthesize it. The reactants are: [C:1]1([C:7]2[CH:8]=[C:9]3[C:13](=[CH:14][CH:15]=2)[NH:12][C:11](=[O:16])[CH2:10]3)[CH:6]=[CH:5][CH:4]=[CH:3][CH:2]=1.[CH:17]([C:19]1[NH:20][C:21]([CH3:33])=[C:22]([S:29]([CH3:32])(=[O:31])=[O:30])[C:23]=1[CH2:24][CH2:25][C:26]([OH:28])=[O:27])=O.N1CCCCC1. (5) Given the product [F:39][C:40]1[CH:50]=[CH:49][CH:48]=[CH:47][C:41]=1[CH:42]=[CH:43][C:44]([NH:24][C@H:23]([C:25]([O:27][CH3:28])=[O:26])[CH2:22][CH2:21][CH2:20][NH:19][C:18](=[NH:29])[NH:17][S:14]([C:9]1[CH:8]([CH3:30])[CH:6]2[CH2:7][C:3]([CH3:31])([CH3:2])[O:4][C:5]2=[C:11]([CH3:12])[C:10]=1[CH3:13])(=[O:15])=[O:16])=[O:45], predict the reactants needed to synthesize it. The reactants are: Cl.[CH3:2][C:3]1([CH3:31])[CH2:7][CH:6]2[CH:8]([CH3:30])[C:9]([S:14]([NH:17][C:18](=[NH:29])[NH:19][CH2:20][CH2:21][CH2:22][C@@H:23]([C:25]([O:27][CH3:28])=[O:26])[NH2:24])(=[O:16])=[O:15])=[C:10]([CH3:13])[C:11]([CH3:12])=[C:5]2[O:4]1.C(N(CC)CC)C.[F:39][C:40]1[CH:50]=[CH:49][CH:48]=[CH:47][C:41]=1[CH:42]=[CH:43][C:44](O)=[O:45].CCN=C=NCCCN(C)C.Cl.